From a dataset of Forward reaction prediction with 1.9M reactions from USPTO patents (1976-2016). Predict the product of the given reaction. (1) Given the reactants FC(F)(F)C(O)=O.[Br:8][C:9]1[CH:10]=[CH:11][C:12]([O:15][C:16]2[CH:21]=[CH:20][CH:19]=[C:18]([CH:22]=[C:23]3[CH2:28][CH2:27][NH:26][CH2:25][CH2:24]3)[CH:17]=2)=[N:13][CH:14]=1.[N:29]1[CH:34]=[CH:33][CH:32]=[C:31]([NH:35][C:36](=O)[O:37]CC)[N:30]=1.C(N(C(C)C)CC)(C)C, predict the reaction product. The product is: [Br:8][C:9]1[CH:10]=[CH:11][C:12]([O:15][C:16]2[CH:17]=[C:18]([CH:19]=[CH:20][CH:21]=2)[CH:22]=[C:23]2[CH2:24][CH2:25][N:26]([C:36]([NH:35][C:31]3[N:30]=[N:29][CH:34]=[CH:33][CH:32]=3)=[O:37])[CH2:27][CH2:28]2)=[N:13][CH:14]=1. (2) Given the reactants [Cl:1][C:2]1[CH:9]=[CH:8][C:5]([CH:6]=O)=[C:4]([CH3:10])[CH:3]=1.C[C:12]1([CH3:20])[O:19][C:17](=[O:18])[CH2:16]C(=O)O1.N1CCCC1C(O)=O.[CH2:29]([S:31][CH2:32][C:33]1[CH:34]=[CH:35][CH:36]=[C:37]2[C:41]=1[NH:40][CH:39]=[CH:38]2)[CH3:30], predict the reaction product. The product is: [Cl:1][C:2]1[CH:9]=[CH:8][C:5]([CH:6]([C:38]2[C:37]3[C:41](=[C:33]([CH2:32][S:31][CH2:29][CH3:30])[CH:34]=[CH:35][CH:36]=3)[NH:40][CH:39]=2)[CH2:16][C:17]([O:19][CH2:12][CH3:20])=[O:18])=[C:4]([CH3:10])[CH:3]=1.